This data is from Catalyst prediction with 721,799 reactions and 888 catalyst types from USPTO. The task is: Predict which catalyst facilitates the given reaction. (1) Reactant: O[C:2]1[C:7]([I:8])=[CH:6][C:5]([N+:9]([O-:11])=[O:10])=[CH:4][C:3]=1[NH:12][C:13](=[O:19])[O:14]C(C)(C)C.C1N=CN(C(N2C=NC=C2)=O)C=1. Product: [I:8][C:7]1[C:2]2[O:19][C:13](=[O:14])[NH:12][C:3]=2[CH:4]=[C:5]([N+:9]([O-:11])=[O:10])[CH:6]=1. The catalyst class is: 1. (2) Reactant: C([O:3][C:4](=O)[CH2:5][CH:6]1[CH2:10][CH2:9][CH2:8][N:7]1[C:11]([O:13][C:14]([CH3:17])([CH3:16])[CH3:15])=[O:12])C.[H-].C([Al+]CC(C)C)C(C)C. Product: [O:3]=[CH:4][CH2:5][CH:6]1[CH2:10][CH2:9][CH2:8][N:7]1[C:11]([O:13][C:14]([CH3:17])([CH3:16])[CH3:15])=[O:12]. The catalyst class is: 4. (3) Reactant: [CH2:1]([NH2:8])[C:2]1[CH:7]=[CH:6][CH:5]=[CH:4][CH:3]=1.Cl[S:10]([CH2:13][C:14]1[CH:29]=[CH:28][C:17]([CH2:18][C:19]2[CH:24]=[CH:23][C:22]([N+:25]([O-:27])=[O:26])=[CH:21][CH:20]=2)=[CH:16][CH:15]=1)(=[O:12])=[O:11].C(=O)([O-])[O-].[K+].[K+]. Product: [CH2:1]([NH:8][S:10]([CH2:13][C:14]1[CH:29]=[CH:28][C:17]([CH2:18][C:19]2[CH:24]=[CH:23][C:22]([N+:25]([O-:27])=[O:26])=[CH:21][CH:20]=2)=[CH:16][CH:15]=1)(=[O:11])=[O:12])[C:2]1[CH:7]=[CH:6][CH:5]=[CH:4][CH:3]=1. The catalyst class is: 7. (4) Reactant: C(S[C:4]1[N:9]=[C:8]([OH:10])[CH:7]=[C:6]([C:11]2[CH:16]=[CH:15][CH:14]=[CH:13][CH:12]=2)[N:5]=1)C.[Cl:17][C:18]1[CH:19]=[C:20]([NH2:26])[CH:21]=[CH:22][C:23]=1[O:24][CH3:25]. Product: [Cl:17][C:18]1[CH:19]=[C:20]([NH:26][C:4]2[N:9]=[C:8]([OH:10])[CH:7]=[C:6]([C:11]3[CH:12]=[CH:13][CH:14]=[CH:15][CH:16]=3)[N:5]=2)[CH:21]=[CH:22][C:23]=1[O:24][CH3:25]. The catalyst class is: 400. (5) Reactant: ClC1C=CC=C(C(OO)=[O:9])C=1.[O:12]=[C:13]1[C:19]2[CH:20]=[CH:21][CH:22]=[N:23][C:18]=2[CH2:17][CH2:16][CH2:15][N:14]1[CH:24]1[CH2:29][CH2:28][N:27]([C:30]([O:32][CH2:33][C:34]2[CH:39]=[CH:38][CH:37]=[CH:36][CH:35]=2)=[O:31])[CH2:26][CH2:25]1.S(OS([O-])=O)([O-])=O.[Na+].[Na+]. Product: [O-:9][N+:23]1[C:18]2[CH2:17][CH2:16][CH2:15][N:14]([CH:24]3[CH2:25][CH2:26][N:27]([C:30]([O:32][CH2:33][C:34]4[CH:35]=[CH:36][CH:37]=[CH:38][CH:39]=4)=[O:31])[CH2:28][CH2:29]3)[C:13](=[O:12])[C:19]=2[CH:20]=[CH:21][CH:22]=1. The catalyst class is: 4. (6) Reactant: [CH3:1][C:2]([CH3:7])([CH3:6])[C:3](O)=[O:4].CN(C(ON1N=NC2C=CC=NC1=2)=[N+](C)C)C.F[P-](F)(F)(F)(F)F.[NH2:32][CH2:33][CH2:34][N:35]1[CH2:40][CH2:39][N:38]([CH2:41][CH2:42][CH2:43][N:44]2[C:57]3[CH:56]=[C:55]([C:58]([F:61])([F:60])[F:59])[CH:54]=[CH:53][C:52]=3[S:51][C:50]3[C:45]2=[CH:46][CH:47]=[CH:48][CH:49]=3)[CH2:37][CH2:36]1.CCN(C(C)C)C(C)C. Product: [F:61][C:58]([F:59])([F:60])[C:55]1[CH:54]=[CH:53][C:52]2[S:51][C:50]3[C:45](=[CH:46][CH:47]=[CH:48][CH:49]=3)[N:44]([CH2:43][CH2:42][CH2:41][N:38]3[CH2:39][CH2:40][N:35]([CH2:34][CH2:33][NH:32][C:3](=[O:4])[C:2]([CH3:7])([CH3:6])[CH3:1])[CH2:36][CH2:37]3)[C:57]=2[CH:56]=1. The catalyst class is: 4. (7) Reactant: [C:1]([N:8](C1C=CC=CC=1O)[C@H:9]([C:12]([OH:14])=O)[CH2:10][SH:11])([O:3][C:4]([CH3:7])([CH3:6])[CH3:5])=[O:2].CN1CCO[CH2:25][CH2:24]1.ClC(OCC)=O.[BH4-].[Na+].[O:37]1[CH2:41][CH2:40][CH2:39][CH2:38]1. Product: [C:4]([O:3][C:1]([NH:8][C@@H:9]([CH2:10][S:11][C:24]1[CH:25]=[CH:38][CH:39]=[CH:40][C:41]=1[OH:37])[CH2:12][OH:14])=[O:2])([CH3:5])([CH3:6])[CH3:7]. The catalyst class is: 6. (8) Reactant: [Br:1][C:2]1[CH:3]=[CH:4][C:5](=[O:8])[NH:6][CH:7]=1.C([O-])([O-])=O.[K+].[K+].BrC[CH2:17][CH2:18][O:19][CH2:20]CCBr. Product: [Br:1][C:2]1[CH:3]=[CH:4][C:5](=[O:8])[N:6]([CH2:17][CH2:18][O:19][CH3:20])[CH:7]=1. The catalyst class is: 21. (9) The catalyst class is: 5. Reactant: C1(C)C=CC(S(O)(=O)=O)=CC=1.C1COCC1.CCOC(C)=O.[Cl:23][C:24]1[CH:25]=[C:26]([C:31]2[N:35]([C:36]3[CH:41]=[CH:40][C:39]([O:42][CH3:43])=[CH:38][CH:37]=3)[N:34]=[C:33]([CH2:44][O:45]C3CCCCO3)[CH:32]=2)[CH:27]=[CH:28][C:29]=1[Cl:30]. Product: [Cl:23][C:24]1[CH:25]=[C:26]([C:31]2[N:35]([C:36]3[CH:37]=[CH:38][C:39]([O:42][CH3:43])=[CH:40][CH:41]=3)[N:34]=[C:33]([CH2:44][OH:45])[CH:32]=2)[CH:27]=[CH:28][C:29]=1[Cl:30]. (10) Reactant: [H-].[Al+3].[Li+].[H-].[H-].[H-].C([O:9][C:10](=O)[C:11]([CH3:40])([C:34]1[CH:39]=[CH:38][CH:37]=[CH:36][CH:35]=1)[CH2:12][CH2:13][CH2:14][CH2:15][S:16][CH2:17][CH2:18][CH2:19][CH2:20][C:21]([C:29](OCC)=[O:30])([C:23]1[CH:28]=[CH:27][CH:26]=[CH:25][CH:24]=1)[CH3:22])C. Product: [OH:9][CH2:10][C:11]([CH3:40])([C:34]1[CH:39]=[CH:38][CH:37]=[CH:36][CH:35]=1)[CH2:12][CH2:13][CH2:14][CH2:15][S:16][CH2:17][CH2:18][CH2:19][CH2:20][C:21]([CH3:22])([C:23]1[CH:28]=[CH:27][CH:26]=[CH:25][CH:24]=1)[CH2:29][OH:30]. The catalyst class is: 27.